This data is from Reaction yield outcomes from USPTO patents with 853,638 reactions. The task is: Predict the reaction yield, written as a fraction of the theoretical maximum amount of product (1.0 means a 100% yield; for example, 0.34 means a 34% yield). (1) The reactants are [CH3:1][O:2][C:3](=[O:17])[CH:4]([O:8][C:9]1[CH:14]=[CH:13][C:12]([F:15])=[CH:11][C:10]=1[F:16])[CH2:5][CH2:6]Br.CC(C)([O-])C.[K+]. The catalyst is C1COCC1. The product is [CH3:1][O:2][C:3]([C:4]1([O:8][C:9]2[CH:14]=[CH:13][C:12]([F:15])=[CH:11][C:10]=2[F:16])[CH2:6][CH2:5]1)=[O:17]. The yield is 0.810. (2) The reactants are [Br:1][C:2]1[S:6][C:5]([C:7]2([S:11]([NH2:14])(=[O:13])=[O:12])[CH2:10][CH2:9][CH2:8]2)=[N:4][CH:3]=1.[C:15](OC(=O)C)(=[O:17])[CH3:16]. The catalyst is N1C=CC=CC=1. The product is [Br:1][C:2]1[S:6][C:5]([C:7]2([S:11]([NH:14][C:15](=[O:17])[CH3:16])(=[O:13])=[O:12])[CH2:8][CH2:9][CH2:10]2)=[N:4][CH:3]=1. The yield is 0.960. (3) The reactants are Cl.[Cl:2][C:3]1[C:12]([O:13][CH:14]([C:19]2(F)[CH2:24][CH2:23][NH:22][CH2:21][CH2:20]2)[C:15]([F:18])([F:17])[F:16])=[N:11][C:10]2[C:5](=[CH:6][CH:7]=[CH:8][CH:9]=2)[N:4]=1.C(N(CC)CC)C.[CH3:33][S:34](Cl)(=[O:36])=[O:35].[C:38](=O)(O)[O-].[Na+]. The catalyst is ClCCl. The product is [Cl:2][C:3]1[C:12]([O:13][CH:14]([C:19]2([CH3:38])[CH2:24][CH2:23][N:22]([S:34]([CH3:33])(=[O:36])=[O:35])[CH2:21][CH2:20]2)[C:15]([F:18])([F:17])[F:16])=[N:11][C:10]2[C:5](=[CH:6][CH:7]=[CH:8][CH:9]=2)[N:4]=1. The yield is 0.840. (4) The reactants are [O:1]1[CH:5]=[CH:4][CH:3]=[C:2]1[C:6]1[NH:14][C:13]([NH2:15])=[N:12][C:11]2[C:7]=1[N:8]=[CH:9][N:10]=2.C([O-])([O-])=O.[K+].[K+].[C:22]([O:26][CH3:27])(=[O:25])[CH:23]=[CH2:24]. The catalyst is CN(C=O)C.CCOC(C)=O. The product is [NH2:15][C:13]1[N:12]=[C:11]2[C:7]([N:8]=[CH:9][N:10]2[CH2:24][CH2:23][C:22]([O:26][CH3:27])=[O:25])=[C:6]([C:2]2[O:1][CH:5]=[CH:4][CH:3]=2)[N:14]=1. The yield is 0.110. (5) The yield is 0.900. The product is [Cl:19][CH2:18][C@@H:20]([OH:22])[CH2:21][N:8]([CH2:1][C:2]1[CH:7]=[CH:6][CH:5]=[CH:4][CH:3]=1)[CH2:9][C:10]1[CH:15]=[CH:14][CH:13]=[CH:12][CH:11]=1. The catalyst is C(OCC)(=O)C. The reactants are [CH2:1]([NH:8][CH2:9][C:10]1[CH:15]=[CH:14][CH:13]=[CH:12][CH:11]=1)[C:2]1[CH:7]=[CH:6][CH:5]=[CH:4][CH:3]=1.[Br-].[Li+].[CH2:18]([C@H:20]1[O:22][CH2:21]1)[Cl:19]. (6) The catalyst is CC#N. The reactants are [N+:1]([C:4]1[CH:9]=[C:8]([N+:10]([O-:12])=[O:11])[CH:7]=[CH:6][C:5]=1[S:13]([OH:16])(=[O:15])=[O:14])([O-:3])=[O:2].C(O)(=[O:19])C.C(O)(=O)C.[I:25][C:26]1[CH:31]=[CH:30][CH:29]=[CH:28][CH:27]=1. The product is [OH:19][I:25]([C:26]1[CH:31]=[CH:30][CH:29]=[CH:28][CH:27]=1)[O:14][S:13]([C:5]1[CH:6]=[CH:7][C:8]([N+:10]([O-:12])=[O:11])=[CH:9][C:4]=1[N+:1]([O-:3])=[O:2])(=[O:16])=[O:15]. The yield is 0.960. (7) The reactants are [CH3:1][N:2]([CH3:28])[C:3]([C:5]1[N:22]([CH:23]2[CH2:27][CH2:26][CH2:25][CH2:24]2)[C:8]2[N:9]=[C:10]([NH:13][C:14]3[CH:19]=[CH:18][C:17]([CH:20]=O)=[CH:16][N:15]=3)[N:11]=[CH:12][C:7]=2[CH:6]=1)=[O:4].[C:29]([O:33][C:34]([N:36]1[CH2:41][CH2:40][NH:39][CH2:38][C@@H:37]1[CH3:42])=[O:35])([CH3:32])([CH3:31])[CH3:30]. No catalyst specified. The product is [C:29]([O:33][C:34]([N:36]1[CH2:41][CH2:40][N:39]([CH2:20][C:17]2[CH:16]=[N:15][C:14]([NH:13][C:10]3[N:11]=[CH:12][C:7]4[CH:6]=[C:5]([C:3](=[O:4])[N:2]([CH3:28])[CH3:1])[N:22]([CH:23]5[CH2:24][CH2:25][CH2:26][CH2:27]5)[C:8]=4[N:9]=3)=[CH:19][CH:18]=2)[CH2:38][C@@H:37]1[CH3:42])=[O:35])([CH3:32])([CH3:30])[CH3:31]. The yield is 0.450. (8) The reactants are [OH:1][C:2]1[C:3](=[O:29])[C:4]([C:18]2[N:22]([C:23]3[CH:28]=[CH:27][CH:26]=[CH:25][CH:24]=3)[N:21]=[CH:20][CH:19]=2)=[N:5][N:6]([C:8]2[CH:13]=[CH:12][CH:11]=[C:10]([C:14]([F:17])([F:16])[F:15])[CH:9]=2)[CH:7]=1.Br[CH2:31][CH:32]1[CH2:34][CH2:33]1.C([O-])([O-])=O.[K+].[K+].O. The catalyst is CN(C=O)C. The product is [CH:32]1([CH2:31][O:1][C:2]2[C:3](=[O:29])[C:4]([C:18]3[N:22]([C:23]4[CH:24]=[CH:25][CH:26]=[CH:27][CH:28]=4)[N:21]=[CH:20][CH:19]=3)=[N:5][N:6]([C:8]3[CH:13]=[CH:12][CH:11]=[C:10]([C:14]([F:16])([F:15])[F:17])[CH:9]=3)[CH:7]=2)[CH2:34][CH2:33]1. The yield is 0.910. (9) The reactants are [CH2:1]([O:3][C:4](=[O:12])[C:5]1[CH:10]=[CH:9][C:8]([NH2:11])=[CH:7][CH:6]=1)[CH3:2].[F:13][C:14]1[CH:15]=[CH:16][C:17]([CH3:22])=[C:18]([CH:21]=1)[CH:19]=O. The catalyst is C(O)C. The product is [CH2:1]([O:3][C:4](=[O:12])[C:5]1[CH:10]=[CH:9][C:8]([N:11]=[CH:19][C:18]2[CH:21]=[C:14]([F:13])[CH:15]=[CH:16][C:17]=2[CH3:22])=[CH:7][CH:6]=1)[CH3:2]. The yield is 0.700.